This data is from Full USPTO retrosynthesis dataset with 1.9M reactions from patents (1976-2016). The task is: Predict the reactants needed to synthesize the given product. Given the product [CH2:1]([S:3][C:4]1[C:5]([C:6]2[O:19][C:10]3[CH:24]=[CH:12][C:13]([C:15]([F:18])([F:17])[F:16])=[CH:14][C:9]=3[N:8]=2)=[CH:20][CH:21]=[CH:22][N:23]=1)[CH3:2], predict the reactants needed to synthesize it. The reactants are: [CH2:1]([S:3][C:4]1[N:23]=[CH:22][CH:21]=[CH:20][C:5]=1[C:6]([NH:8][C:9]1[C:10]([OH:19])=N[CH:12]=[C:13]([C:15]([F:18])([F:17])[F:16])[CH:14]=1)=O)[CH3:2].[CH3:24]OCCOC(/N=N/C(OCCOC)=O)=O.C1(P(C2C=CC=CC=2)C2C=CC=CC=2)C=CC=CC=1.[Cl-].[NH4+].